This data is from Full USPTO retrosynthesis dataset with 1.9M reactions from patents (1976-2016). The task is: Predict the reactants needed to synthesize the given product. (1) Given the product [C:1]([C:5]1[CH:6]=[C:7]([NH:16][C:17]([NH:19][C:20]2[C:29]3[C:24](=[CH:25][CH:26]=[CH:27][CH:28]=3)[C:23]([O:30][C:31]3[CH:36]=[CH:35][N:34]=[C:33]([NH:37][C:38]4[CH:43]=[C:42]([O:44][CH2:45][CH2:46][O:47][CH2:48][CH2:49][O:50][CH2:51][CH2:52][O:53][CH3:54])[CH:41]=[C:40]([O:55][CH3:56])[CH:39]=4)[N:32]=3)=[CH:22][CH:21]=2)=[O:18])[C:8]([O:14][CH3:15])=[C:9]([CH:13]=1)[C:10]([NH:57][CH2:58][CH2:59][OH:60])=[O:11])([CH3:4])([CH3:2])[CH3:3], predict the reactants needed to synthesize it. The reactants are: [C:1]([C:5]1[CH:6]=[C:7]([NH:16][C:17]([NH:19][C:20]2[C:29]3[C:24](=[CH:25][CH:26]=[CH:27][CH:28]=3)[C:23]([O:30][C:31]3[CH:36]=[CH:35][N:34]=[C:33]([NH:37][C:38]4[CH:43]=[C:42]([O:44][CH2:45][CH2:46][O:47][CH2:48][CH2:49][O:50][CH2:51][CH2:52][O:53][CH3:54])[CH:41]=[C:40]([O:55][CH3:56])[CH:39]=4)[N:32]=3)=[CH:22][CH:21]=2)=[O:18])[C:8]([O:14][CH3:15])=[C:9]([CH:13]=1)[C:10](O)=[O:11])([CH3:4])([CH3:3])[CH3:2].[NH2:57][CH2:58][CH2:59][OH:60].C(N(CC)CC)C.C(P1(=O)OP(CCC)(=O)OP(CCC)(=O)O1)CC.CCOC(C)=O. (2) Given the product [F:18][C:16]1[CH:15]=[CH:14][C:4]([CH2:5][N:6]2[CH2:11][CH2:10][O:9][CH:8]([CH2:12][NH2:13])[CH2:7]2)=[CH:3][CH:2]=1, predict the reactants needed to synthesize it. The reactants are: Cl[C:2]1[CH:3]=[C:4]([CH:14]=[CH:15][C:16]=1Cl)[CH2:5][N:6]1[CH2:11][CH2:10][O:9][CH:8]([CH2:12][NH2:13])[CH2:7]1.[F:18]C(F)(F)C(NCC1OCCNC1)=O.FC1C=CC(CCl)=CC=1.